From a dataset of Forward reaction prediction with 1.9M reactions from USPTO patents (1976-2016). Predict the product of the given reaction. (1) Given the reactants [NH2:1][C:2]1[CH:36]=[CH:35][C:5]([O:6][C:7]2[CH:12]=[CH:11][N:10]=[C:9]3[CH:13]=[C:14]([C:16]4[N:17]([CH3:34])[C:18]([CH2:21][N:22]([CH2:30][CH2:31][O:32][CH3:33])[C:23](=[O:29])[O:24][C:25]([CH3:28])([CH3:27])[CH3:26])=[CH:19][N:20]=4)[S:15][C:8]=23)=[C:4]([F:37])[CH:3]=1.ClC(Cl)(O[C:42](=[O:48])OC(Cl)(Cl)Cl)Cl.CC[N:52]([CH:56]([CH3:58])[CH3:57])C(C)C.C1(N)CC1, predict the reaction product. The product is: [CH:56]1([NH:52][C:42](=[O:48])[NH:1][C:2]2[CH:36]=[CH:35][C:5]([O:6][C:7]3[CH:12]=[CH:11][N:10]=[C:9]4[CH:13]=[C:14]([C:16]5[N:17]([CH3:34])[C:18]([CH2:21][N:22]([CH2:30][CH2:31][O:32][CH3:33])[C:23](=[O:29])[O:24][C:25]([CH3:28])([CH3:27])[CH3:26])=[CH:19][N:20]=5)[S:15][C:8]=34)=[C:4]([F:37])[CH:3]=2)[CH2:58][CH2:57]1. (2) Given the reactants C(N(CC)CC)C.[Cl:8][C:9]1[C:14]([N+:15]([O-:17])=[O:16])=[C:13](Cl)[C:12]([CH3:19])=[C:11]([CH3:20])[N:10]=1.[S:21]1[CH:25]=[CH:24][N:23]=[C:22]1[CH2:26][CH2:27][CH2:28][O:29][CH2:30][CH2:31][NH2:32], predict the reaction product. The product is: [Cl:8][C:9]1[C:14]([N+:15]([O-:17])=[O:16])=[C:13]([NH:32][CH2:31][CH2:30][O:29][CH2:28][CH2:27][CH2:26][C:22]2[S:21][CH:25]=[CH:24][N:23]=2)[C:12]([CH3:19])=[C:11]([CH3:20])[N:10]=1. (3) Given the reactants [CH2:1]([O:3][CH2:4][CH2:5]Br)[CH3:2].[OH:7][C:8]1[CH:13]=[C:12]([CH2:14][CH2:15][C:16]([O:18][CH3:19])=[O:17])[CH:11]=[CH:10][C:9]=1[C:20]1[CH:25]=[CH:24][CH:23]=[C:22]([N:26]([CH3:35])[C:27]([NH:29][CH2:30][CH2:31][CH2:32][CH2:33][CH3:34])=[O:28])[CH:21]=1.C(=O)([O-])[O-].[K+].[K+].[I-].[Na+], predict the reaction product. The product is: [CH2:1]([O:3][CH2:4][CH2:5][O:7][C:8]1[CH:13]=[C:12]([CH2:14][CH2:15][C:16]([O:18][CH3:19])=[O:17])[CH:11]=[CH:10][C:9]=1[C:20]1[CH:25]=[CH:24][CH:23]=[C:22]([N:26]([CH3:35])[C:27]([NH:29][CH2:30][CH2:31][CH2:32][CH2:33][CH3:34])=[O:28])[CH:21]=1)[CH3:2]. (4) Given the reactants Br[C:2]1[CH:3]=[N:4][CH:5]=[C:6]([C:8]#[C:9][CH3:10])[CH:7]=1.CC1CCCO1.[B:17](OC(C)C)([O:22]C(C)C)[O:18]C(C)C.[Li]CCCC.Cl, predict the reaction product. The product is: [C:8]([C:6]1[CH:7]=[C:2]([B:17]([OH:22])[OH:18])[CH:3]=[N:4][CH:5]=1)#[C:9][CH3:10]. (5) Given the reactants [OH:1][C:2]1[CH:3]=[C:4]([CH:27]=[CH:28][C:29]=1[N+:30]([O-])=O)[O:5][C:6]1[C:15]([O:16][C:17]2[CH:22]=[CH:21][C:20]([N+:23]([O-])=O)=[C:19]([OH:26])[CH:18]=2)=[CH:14][C:13]2[C:8](=[CH:9][CH:10]=[CH:11][CH:12]=2)[CH:7]=1.[K+].[Br-], predict the reaction product. The product is: [NH2:23][C:20]1[CH:21]=[CH:22][C:17]([O:16][C:15]2[C:6]([O:5][C:4]3[CH:27]=[CH:28][C:29]([NH2:30])=[C:2]([OH:1])[CH:3]=3)=[CH:7][C:8]3[C:13](=[CH:12][CH:11]=[CH:10][CH:9]=3)[CH:14]=2)=[CH:18][C:19]=1[OH:26]. (6) Given the reactants [C:1]1([CH:7]2[N:21]3[C:22]4[C:14]([C:15]5[C:16]([O:23][CH2:24][CH2:25][N:26]6[CH2:31][CH2:30][N:29](C(OC(C)(C)C)=O)[CH2:28][CH2:27]6)=[CH:17][CH:18]=[CH:19][C:20]=53)=[CH:13][CH:12]=[CH:11][C:10]=4[O:9][CH2:8]2)[CH:6]=[CH:5][CH:4]=[CH:3][CH:2]=1.FC(F)(F)C(O)=O, predict the reaction product. The product is: [N:26]1([CH2:25][CH2:24][O:23][C:16]2[CH:17]=[CH:18][CH:19]=[C:20]3[C:15]=2[C:14]2[C:22]4=[C:10]([O:9][CH2:8][CH:7]([C:1]5[CH:6]=[CH:5][CH:4]=[CH:3][CH:2]=5)[N:21]34)[CH:11]=[CH:12][CH:13]=2)[CH2:27][CH2:28][NH:29][CH2:30][CH2:31]1. (7) Given the reactants Cl[C:2]1[CH:7]=[C:6]([O:8][C:9]2[C:10]([CH3:16])=[N:11][C:12]([CH3:15])=[CH:13][CH:14]=2)[CH:5]=[CH:4][N:3]=1.[NH2:17][C:18]1[CH:23]=[CH:22][C:21]([S:24]([NH:27][C:28]2[CH:33]=[CH:32][CH:31]=[CH:30][N:29]=2)(=[O:26])=[O:25])=[CH:20][CH:19]=1.C([O-])([O-])=O.[Cs+].[Cs+], predict the reaction product. The product is: [CH3:16][C:10]1[C:9]([O:8][C:6]2[CH:5]=[CH:4][N:3]=[C:2]([NH:17][C:18]3[CH:23]=[CH:22][C:21]([S:24]([NH:27][C:28]4[CH:33]=[CH:32][CH:31]=[CH:30][N:29]=4)(=[O:26])=[O:25])=[CH:20][CH:19]=3)[CH:7]=2)=[CH:14][CH:13]=[C:12]([CH3:15])[N:11]=1. (8) Given the reactants [O:1]1[CH:5]=[CH:4][C:3]([C:6]([NH:8][NH2:9])=O)=[N:2]1.[NH2:10][C:11](=S)[C:12]([O:14][CH2:15][CH3:16])=[O:13].[Cl-].[NH4+], predict the reaction product. The product is: [O:1]1[CH:5]=[CH:4][C:3]([C:6]2[N:10]=[C:11]([C:12]([O:14][CH2:15][CH3:16])=[O:13])[NH:9][N:8]=2)=[N:2]1.